This data is from Full USPTO retrosynthesis dataset with 1.9M reactions from patents (1976-2016). The task is: Predict the reactants needed to synthesize the given product. (1) Given the product [C:15]([C:19]1[CH:20]=[C:21]2[C:25](=[CH:26][C:27]=1[NH:28][C:12]([C:3]1[C:2](=[O:1])[C:11]3[C:6](=[CH:7][N:8]=[CH:9][CH:10]=3)[NH:5][CH:4]=1)=[O:14])[NH:24][CH:23]=[CH:22]2)([CH3:18])([CH3:16])[CH3:17], predict the reactants needed to synthesize it. The reactants are: [O:1]=[C:2]1[C:11]2[C:6](=[CH:7][N:8]=[CH:9][CH:10]=2)[NH:5][CH:4]=[C:3]1[C:12]([OH:14])=O.[C:15]([C:19]1[CH:20]=[C:21]2[C:25](=[CH:26][C:27]=1[NH2:28])[NH:24][CH:23]=[CH:22]2)([CH3:18])([CH3:17])[CH3:16].CN(C(ON1N=NC2C=CC=NC1=2)=[N+](C)C)C.F[P-](F)(F)(F)(F)F.C(N(CC)CC)C. (2) The reactants are: [C:1]([C:3]1[CH:4]=[C:5]([C:13]2[S:17][C:16]([C:18]3[CH:27]=[CH:26][CH:25]=[C:24]4[C:19]=3[CH2:20][CH2:21][N:22](C(OC(C)(C)C)=O)[CH2:23]4)=[N:15][N:14]=2)[CH:6]=[CH:7][C:8]=1OC(C)C)#[N:2].Cl.CC[O:38][CH2:39][CH3:40].O1CCOC[CH2:42]1. Given the product [CH3:42][CH:39]([O:38][C:4]1[C:5]([C:13]2[S:17][C:16]([C:18]3[CH:27]=[CH:26][CH:25]=[C:24]4[C:19]=3[CH2:20][CH2:21][NH:22][CH2:23]4)=[N:15][N:14]=2)=[CH:6][CH:7]=[CH:8][C:3]=1[C:1]#[N:2])[CH3:40], predict the reactants needed to synthesize it. (3) Given the product [F:25][C:26]1[CH:33]=[CH:32][CH:31]=[CH:30][C:27]=1[CH:28]([OH:29])[C:20]([CH3:22])([CH3:21])[C:19]([OH:24])=[O:23], predict the reactants needed to synthesize it. The reactants are: C(NC(C)C)(C)C.[Li]CCCC.CCCCCC.[C:19]([OH:24])(=[O:23])[CH:20]([CH3:22])[CH3:21].[F:25][C:26]1[CH:33]=[CH:32][CH:31]=[CH:30][C:27]=1[CH:28]=[O:29]. (4) Given the product [Cl:18][C:14]1[CH:13]=[C:12]([C:10]2[O:9][N:8]=[C:7]([CH2:6][NH:22][CH:19]3[CH2:21][CH2:20]3)[CH:11]=2)[CH:17]=[CH:16][CH:15]=1, predict the reactants needed to synthesize it. The reactants are: CS(O[CH2:6][C:7]1[CH:11]=[C:10]([C:12]2[CH:17]=[CH:16][CH:15]=[C:14]([Cl:18])[CH:13]=2)[O:9][N:8]=1)(=O)=O.[CH:19]1([NH2:22])[CH2:21][CH2:20]1. (5) Given the product [CH3:20][C:17]1[N:16]([CH2:11][C:1]23[CH2:8][CH:7]4[CH2:6][CH:5]([CH2:4][C:3]([CH3:2])([CH2:9]4)[O:28]2)[CH2:10]3)[C:15]([C:13]#[N:14])=[CH:19][CH:18]=1, predict the reactants needed to synthesize it. The reactants are: [C:1]12([CH2:11]O)[CH2:10][CH:5]3[CH2:6][CH:7]([CH2:9][CH:3]([CH2:4]3)[CH2:2]1)[CH2:8]2.[C:13]([C:15]1[NH:16][C:17]([CH3:20])=[CH:18][CH:19]=1)#[N:14].CC1C(B2OC(C)(C)C(C)(C)[O:28]2)=C(C)NN=1. (6) Given the product [C:1]([O:5][C:6]([N:8]1[CH2:13][CH:12]=[C:11]([C:14]2[CH:19]=[CH:18][C:17]([Br:20])=[CH:16][C:15]=2[CH2:21][Cl:55])[CH2:10][CH2:9]1)=[O:7])([CH3:4])([CH3:3])[CH3:2].[C:1]([O:5][C:6]([N:8]1[CH2:9][CH:10]=[C:11]([C:14]2[CH:19]=[CH:18][C:17]([Br:20])=[CH:16][C:15]=2[CH2:21][O:22][C:44]2[CH:49]=[CH:48][CH:47]=[CH:46][C:45]=2[C:50]([F:53])([F:52])[F:51])[CH2:12][CH2:13]1)=[O:7])([CH3:4])([CH3:2])[CH3:3], predict the reactants needed to synthesize it. The reactants are: [C:1]([O:5][C:6]([N:8]1[CH2:13][CH:12]=[C:11]([C:14]2[CH:19]=[CH:18][C:17]([Br:20])=[CH:16][C:15]=2[CH2:21][OH:22])[CH2:10][CH2:9]1)=[O:7])([CH3:4])([CH3:3])[CH3:2].C(OC(N1CC=C(C2C=C(CO[C:44]3[CH:49]=[CH:48][CH:47]=[CH:46][C:45]=3[C:50]([F:53])([F:52])[F:51])C=CC=2C[Cl:55])CC1)=O)(C)(C)C.C(OC(N1CC=C(C2C=C(COC3C=CC=CC=3C(F)(F)F)C=CC=2COC2C=CC(C3C=CC=CC=3)=CC=2)CC1)=O)(C)(C)C.